Dataset: Reaction yield outcomes from USPTO patents with 853,638 reactions. Task: Predict the reaction yield, written as a fraction of the theoretical maximum amount of product (1.0 means a 100% yield; for example, 0.34 means a 34% yield). (1) The reactants are C[Si](C)(C)[O:3][C:4]([C:6]1[CH:11]=[CH:10][C:9]([N:12]2[CH:16]=[N:15][CH:14]=[N:13]2)=[CH:8][CH:7]=1)=[CH2:5].Br[CH:20]([C:25]1[CH:30]=[C:29]([Cl:31])[CH:28]=[C:27]([Cl:32])[CH:26]=1)[C:21]([F:24])([F:23])[F:22].N1C=CC=CC=1C1C=CC=CN=1. The catalyst is ClC1C=CC=CC=1Cl.Cl[Cu]. The product is [N:12]1([C:9]2[CH:10]=[CH:11][C:6]([C:4](=[O:5])[CH2:3][CH:20]([C:25]3[CH:26]=[C:27]([Cl:32])[CH:28]=[C:29]([Cl:31])[CH:30]=3)[C:21]([F:24])([F:23])[F:22])=[CH:7][CH:8]=2)[CH:16]=[N:15][CH:14]=[N:13]1. The yield is 0.310. (2) The reactants are [NH:1]1[CH:5]=[CH:4][C:3]([NH2:6])=[N:2]1.[CH3:7][C:8]([O:11][C:12](O[C:12]([O:11][C:8]([CH3:10])([CH3:9])[CH3:7])=[O:13])=[O:13])([CH3:10])[CH3:9]. The catalyst is CN(C1C=CN=CC=1)C.O1CCOCC1. The product is [C:8]([O:11][C:12]([N:1]1[CH:5]=[CH:4][C:3]([NH2:6])=[N:2]1)=[O:13])([CH3:10])([CH3:9])[CH3:7]. The yield is 0.640.